Task: Regression. Given two drug SMILES strings and cell line genomic features, predict the synergy score measuring deviation from expected non-interaction effect.. Dataset: NCI-60 drug combinations with 297,098 pairs across 59 cell lines (1) Drug 1: C1=CC(=C2C(=C1NCCNCCO)C(=O)C3=C(C=CC(=C3C2=O)O)O)NCCNCCO. Drug 2: CCCCC(=O)OCC(=O)C1(CC(C2=C(C1)C(=C3C(=C2O)C(=O)C4=C(C3=O)C=CC=C4OC)O)OC5CC(C(C(O5)C)O)NC(=O)C(F)(F)F)O. Cell line: SF-295. Synergy scores: CSS=54.1, Synergy_ZIP=-4.71, Synergy_Bliss=-6.12, Synergy_Loewe=-12.0, Synergy_HSA=-4.69. (2) Drug 1: CC1OCC2C(O1)C(C(C(O2)OC3C4COC(=O)C4C(C5=CC6=C(C=C35)OCO6)C7=CC(=C(C(=C7)OC)O)OC)O)O. Drug 2: C1C(C(OC1N2C=NC3=C(N=C(N=C32)Cl)N)CO)O. Cell line: NCI/ADR-RES. Synergy scores: CSS=34.8, Synergy_ZIP=-10.3, Synergy_Bliss=-1.79, Synergy_Loewe=-53.3, Synergy_HSA=-1.82. (3) Drug 1: C1=CC(=CC=C1CCCC(=O)O)N(CCCl)CCCl. Drug 2: CN(CCCl)CCCl.Cl. Cell line: A549. Synergy scores: CSS=37.2, Synergy_ZIP=-6.25, Synergy_Bliss=-2.85, Synergy_Loewe=-6.65, Synergy_HSA=-2.00. (4) Drug 1: CC1=C(N=C(N=C1N)C(CC(=O)N)NCC(C(=O)N)N)C(=O)NC(C(C2=CN=CN2)OC3C(C(C(C(O3)CO)O)O)OC4C(C(C(C(O4)CO)O)OC(=O)N)O)C(=O)NC(C)C(C(C)C(=O)NC(C(C)O)C(=O)NCCC5=NC(=CS5)C6=NC(=CS6)C(=O)NCCC[S+](C)C)O. Drug 2: COCCOC1=C(C=C2C(=C1)C(=NC=N2)NC3=CC=CC(=C3)C#C)OCCOC.Cl. Cell line: RXF 393. Synergy scores: CSS=8.82, Synergy_ZIP=-4.02, Synergy_Bliss=-3.33, Synergy_Loewe=-4.47, Synergy_HSA=-2.14.